This data is from Reaction yield outcomes from USPTO patents with 853,638 reactions. The task is: Predict the reaction yield, written as a fraction of the theoretical maximum amount of product (1.0 means a 100% yield; for example, 0.34 means a 34% yield). (1) The reactants are [Cl:1][CH2:2][CH2:3][CH2:4][S:5]([O:8][CH2:9][C:10]([CH3:24])([CH3:23])[C@@H:11]([O:15][CH2:16][C:17]1[CH:22]=[CH:21][CH:20]=[CH:19][CH:18]=1)[C:12]([OH:14])=[O:13])(=[O:7])=[O:6].[CH3:25][CH:26]([CH3:33])[C:27]([O:29][CH:30](Cl)[CH3:31])=[O:28]. The catalyst is C1(C)C=CC=CC=1.C(=O)([O-])[O-].[Ag+2]. The product is [Cl:1][CH2:2][CH2:3][CH2:4][S:5]([O:8][CH2:9][C:10]([CH3:24])([CH3:23])[C@@H:11]([O:15][CH2:16][C:17]1[CH:22]=[CH:21][CH:20]=[CH:19][CH:18]=1)[C:12]([O:14][CH2:31][CH2:30][O:29][C:27](=[O:28])[CH:26]([CH3:33])[CH3:25])=[O:13])(=[O:6])=[O:7]. The yield is 0.650. (2) The reactants are [C:1]1([C:15]2[CH:20]=[CH:19][CH:18]=[CH:17][CH:16]=2)[CH:6]=[CH:5][C:4]([CH2:7][CH2:8][N:9]2[CH2:13][CH2:12][CH2:11][C@H:10]2[CH3:14])=[CH:3][CH:2]=1.[Cl:21][S:22](O)(=[O:24])=[O:23]. The catalyst is C(Cl)Cl. The product is [CH3:14][C@@H:10]1[CH2:11][CH2:12][CH2:13][N:9]1[CH2:8][CH2:7][C:4]1[CH:5]=[CH:6][C:1]([C:15]2[CH:16]=[CH:17][C:18]([S:22]([Cl:21])(=[O:24])=[O:23])=[CH:19][CH:20]=2)=[CH:2][CH:3]=1. The yield is 0.740. (3) The reactants are [C:1]1([CH:7]([C:35]2[CH:40]=[CH:39][CH:38]=[CH:37][CH:36]=2)[N:8]2[C:16]3[C:11](=[CH:12][CH:13]=[CH:14][CH:15]=3)[C:10]3([C:20]4[CH:21]=[C:22](B5OC(C)(C)C(C)(C)O5)[CH:23]=[CH:24][C:19]=4[O:18][CH2:17]3)[C:9]2=[O:34])[CH:6]=[CH:5][CH:4]=[CH:3][CH:2]=1.[OH:41]O.[OH-].[Na+]. The catalyst is CO. The product is [C:35]1([CH:7]([C:1]2[CH:6]=[CH:5][CH:4]=[CH:3][CH:2]=2)[N:8]2[C:16]3[C:11](=[CH:12][CH:13]=[CH:14][CH:15]=3)[C:10]3([C:20]4[CH:21]=[C:22]([OH:41])[CH:23]=[CH:24][C:19]=4[O:18][CH2:17]3)[C:9]2=[O:34])[CH:36]=[CH:37][CH:38]=[CH:39][CH:40]=1. The yield is 0.900. (4) The reactants are [Br:1][C:2]1[CH:7]=[CH:6][C:5]([C:8]([OH:27])([CH2:25][CH3:26])[C:9]([N:11]2[CH2:15][CH2:14][C:13]3([C:19]4[CH:20]=[CH:21][CH:22]=[CH:23][C:18]=4[C:17](=[O:24])[O:16]3)[CH2:12]2)=[O:10])=[C:4]([F:28])[CH:3]=1.[H-].[Na+].[CH3:31]I. The catalyst is CN(C)C=O. The product is [Br:1][C:2]1[CH:7]=[CH:6][C:5]([C:8]([O:27][CH3:31])([CH2:25][CH3:26])[C:9]([N:11]2[CH2:15][CH2:14][C:13]3([C:19]4[CH:20]=[CH:21][CH:22]=[CH:23][C:18]=4[C:17](=[O:24])[O:16]3)[CH2:12]2)=[O:10])=[C:4]([F:28])[CH:3]=1. The yield is 0.436. (5) The reactants are [ClH:1].O1CCOCC1.[CH3:8][C:9]1[CH:14]=[CH:13][N:12]=[CH:11][C:10]=1[N:15]1[CH2:19][CH2:18][N:17]([C:20]2[CH:36]=[CH:35][C:23]3[N:24](COCC[Si](C)(C)C)[N:25]=[N:26][C:22]=3[CH:21]=2)[C:16]1=[O:37].CO. The catalyst is C(Cl)Cl. The product is [ClH:1].[NH:24]1[C:23]2[CH:35]=[CH:36][C:20]([N:17]3[CH2:18][CH2:19][N:15]([C:10]4[CH:11]=[N:12][CH:13]=[CH:14][C:9]=4[CH3:8])[C:16]3=[O:37])=[CH:21][C:22]=2[N:26]=[N:25]1. The yield is 0.894. (6) The reactants are C1([S:7]([NH2:10])(=[O:9])=[O:8])CCCCC1.[CH2:11]([Mg]Cl)[C:12]([CH3:15])([CH3:14])[CH3:13]. The catalyst is C(OCC)C. The product is [CH2:11]([S:7]([NH2:10])(=[O:9])=[O:8])[C:12]([CH3:15])([CH3:14])[CH3:13]. The yield is 0.270. (7) The reactants are C([O:3][C:4]([C:6]1[C:7]2[CH2:8][CH2:9][CH:10]([C:21]3[CH:26]=[CH:25][CH:24]=[CH:23][CH:22]=3)[O:11][C:12]=2[C:13]2[N:17]=[C:16]([CH3:18])[N:15]([CH3:19])[C:14]=2[CH:20]=1)=O)C.[H-].[Al+3].[Li+].[H-].[H-].[H-].O.[OH-].[Na+]. The catalyst is O1CCCC1. The product is [CH3:18][C:16]1[N:15]([CH3:19])[C:14]2[CH:20]=[C:6]([CH2:4][OH:3])[C:7]3[CH2:8][CH2:9][CH:10]([C:21]4[CH:26]=[CH:25][CH:24]=[CH:23][CH:22]=4)[O:11][C:12]=3[C:13]=2[N:17]=1. The yield is 0.450. (8) The reactants are O.O.O.O.O.O.[N+]([O-])([O-])=O.[Ni+2:11].[N+]([O-])([O-])=O.Cl.[CH2:17]([N:24]1[CH2:46][CH2:45][CH2:44][C@H:25]1[C:26]([NH:28][C:29]1[CH:42]=[CH:41][C:40]([Cl:43])=[CH:39][C:30]=1[C:31]([C:33]1[CH:38]=[CH:37][CH:36]=[CH:35][CH:34]=1)=[O:32])=[O:27])[C:18]1[CH:23]=[CH:22][CH:21]=[CH:20][CH:19]=1.[NH2:47][CH2:48][C:49]([OH:51])=[O:50].C[O-].[Na+].CO. The catalyst is CO.O. The product is [Ni:11].[CH2:17]([N:24]1[CH2:46][CH2:45][CH2:44][C@H:25]1[C:26]([NH:28][C:29]1[CH:42]=[CH:41][C:40]([Cl:43])=[CH:39][C:30]=1[C:31]([C:33]1[CH:38]=[CH:37][CH:36]=[CH:35][CH:34]=1)=[O:32])=[O:27])[C:18]1[CH:19]=[CH:20][CH:21]=[CH:22][CH:23]=1.[NH2:47][CH2:48][C:49]([OH:51])=[O:50]. The yield is 0.920. (9) The catalyst is CCO. The yield is 0.950. The reactants are [N:1]([CH2:4][CH2:5][CH2:6][C:7]1([C:32]2[CH:37]=[CH:36][CH:35]=[CH:34][CH:33]=2)[N:11]([C:12](=[O:23])[CH:13]([NH:15]C(=O)OC(C)(C)C)[CH3:14])[N:10]=[C:9]([C:24]2[CH:29]=[C:28]([F:30])[CH:27]=[CH:26][C:25]=2[F:31])[S:8]1)=[N+:2]=[N-:3].Cl. The product is [NH2:15][CH:13]([CH3:14])[C:12]([N:11]1[N:10]=[C:9]([C:24]2[CH:29]=[C:28]([F:30])[CH:27]=[CH:26][C:25]=2[F:31])[S:8][C:7]1([CH2:6][CH2:5][CH2:4][N:1]=[N+:2]=[N-:3])[C:32]1[CH:37]=[CH:36][CH:35]=[CH:34][CH:33]=1)=[O:23]. (10) The yield is 0.780. The reactants are [OH:1][C@:2]1([C:30]([F:36])([F:35])[C:31]([F:34])([F:33])[F:32])[C@:18]2([CH3:19])[C@H:5]([C@H:6]3[C:15]([C@@H:16]([C:20]4[CH:25]=[CH:24][C:23]([CH:26]([OH:28])[CH3:27])=[CH:22][CH:21]=4)[CH2:17]2)=[C:14]2[C:9](=[CH:10][C:11](=[O:29])[CH2:12][CH2:13]2)[CH2:8][CH2:7]3)[CH2:4][CH2:3]1.[C:37]([O:41][C:42]([N:44]1[CH2:48][CH2:47][CH2:46][C@H:45]1[C:49](O)=[O:50])=[O:43])([CH3:40])([CH3:39])[CH3:38]. No catalyst specified. The product is [OH:1][C@:2]1([C:30]([F:35])([F:36])[C:31]([F:32])([F:33])[F:34])[C@:18]2([CH3:19])[C@H:5]([C@H:6]3[C:15]([C@@H:16]([C:20]4[CH:21]=[CH:22][C:23]([CH:26]([O:28][C:49]([C@@H:45]5[CH2:46][CH2:47][CH2:48][N:44]5[C:42]([O:41][C:37]([CH3:40])([CH3:39])[CH3:38])=[O:43])=[O:50])[CH3:27])=[CH:24][CH:25]=4)[CH2:17]2)=[C:14]2[C:9](=[CH:10][C:11](=[O:29])[CH2:12][CH2:13]2)[CH2:8][CH2:7]3)[CH2:4][CH2:3]1.